Task: Predict which catalyst facilitates the given reaction.. Dataset: Catalyst prediction with 721,799 reactions and 888 catalyst types from USPTO Product: [C:34]([C:32]1[CH:31]=[CH:30][C:13]2[N:14]([CH3:29])[C:15]3[C:16]([C:10]([C:7]4[CH:6]=[CH:5][C:4]([C:3]([OH:36])=[O:2])=[CH:9][CH:8]=4)=[N:11][C:12]=2[CH:33]=1)=[CH:17][C:18]1[C:19]([CH3:28])([CH3:27])[CH2:20][CH2:21][C:22]([CH3:25])([CH3:26])[C:23]=1[CH:24]=3)#[N:35]. Reactant: C[O:2][C:3](=[O:36])[C:4]1[CH:9]=[CH:8][C:7]([C:10]2[C:16]3=[CH:17][C:18]4[C:19]([CH3:28])([CH3:27])[CH2:20][CH2:21][C:22]([CH3:26])([CH3:25])[C:23]=4[CH:24]=[C:15]3[N:14]([CH3:29])[C:13]3[CH:30]=[CH:31][C:32]([C:34]#[N:35])=[CH:33][C:12]=3[N:11]=2)=[CH:6][CH:5]=1.[OH-].[Na+].Cl. The catalyst class is: 827.